This data is from NCI-60 drug combinations with 297,098 pairs across 59 cell lines. The task is: Regression. Given two drug SMILES strings and cell line genomic features, predict the synergy score measuring deviation from expected non-interaction effect. (1) Drug 1: CCC1(CC2CC(C3=C(CCN(C2)C1)C4=CC=CC=C4N3)(C5=C(C=C6C(=C5)C78CCN9C7C(C=CC9)(C(C(C8N6C)(C(=O)OC)O)OC(=O)C)CC)OC)C(=O)OC)O.OS(=O)(=O)O. Drug 2: CN(C(=O)NC(C=O)C(C(C(CO)O)O)O)N=O. Cell line: HOP-62. Synergy scores: CSS=1.56, Synergy_ZIP=-6.22, Synergy_Bliss=-10.1, Synergy_Loewe=-10.8, Synergy_HSA=-10.9. (2) Drug 2: CC1C(C(=O)NC(C(=O)N2CCCC2C(=O)N(CC(=O)N(C(C(=O)O1)C(C)C)C)C)C(C)C)NC(=O)C3=C4C(=C(C=C3)C)OC5=C(C(=O)C(=C(C5=N4)C(=O)NC6C(OC(=O)C(N(C(=O)CN(C(=O)C7CCCN7C(=O)C(NC6=O)C(C)C)C)C)C(C)C)C)N)C. Cell line: HOP-62. Drug 1: C1CCC(CC1)NC(=O)N(CCCl)N=O. Synergy scores: CSS=13.6, Synergy_ZIP=-3.55, Synergy_Bliss=7.00, Synergy_Loewe=4.73, Synergy_HSA=4.80. (3) Drug 1: CNC(=O)C1=CC=CC=C1SC2=CC3=C(C=C2)C(=NN3)C=CC4=CC=CC=N4. Drug 2: CCN(CC)CCNC(=O)C1=C(NC(=C1C)C=C2C3=C(C=CC(=C3)F)NC2=O)C. Cell line: IGROV1. Synergy scores: CSS=-1.24, Synergy_ZIP=-0.368, Synergy_Bliss=-2.49, Synergy_Loewe=-3.73, Synergy_HSA=-3.66. (4) Synergy scores: CSS=31.4, Synergy_ZIP=-6.00, Synergy_Bliss=-3.52, Synergy_Loewe=-0.487, Synergy_HSA=-0.213. Drug 1: C1=C(C(=O)NC(=O)N1)F. Cell line: EKVX. Drug 2: CC1=CC=C(C=C1)C2=CC(=NN2C3=CC=C(C=C3)S(=O)(=O)N)C(F)(F)F. (5) Drug 1: C1=CC(=C2C(=C1NCCNCCO)C(=O)C3=C(C=CC(=C3C2=O)O)O)NCCNCCO. Drug 2: C1=CN(C=N1)CC(O)(P(=O)(O)O)P(=O)(O)O. Cell line: NCIH23. Synergy scores: CSS=13.4, Synergy_ZIP=-16.3, Synergy_Bliss=-27.7, Synergy_Loewe=-46.0, Synergy_HSA=-24.8. (6) Synergy scores: CSS=14.9, Synergy_ZIP=-2.82, Synergy_Bliss=4.97, Synergy_Loewe=3.15, Synergy_HSA=4.10. Cell line: SK-MEL-5. Drug 2: C1=NC(=NC(=O)N1C2C(C(C(O2)CO)O)O)N. Drug 1: CC1=C2C(C(=O)C3(C(CC4C(C3C(C(C2(C)C)(CC1OC(=O)C(C(C5=CC=CC=C5)NC(=O)OC(C)(C)C)O)O)OC(=O)C6=CC=CC=C6)(CO4)OC(=O)C)O)C)O. (7) Drug 1: C1CN1C2=NC(=NC(=N2)N3CC3)N4CC4. Drug 2: CC1C(C(CC(O1)OC2CC(CC3=C2C(=C4C(=C3O)C(=O)C5=C(C4=O)C(=CC=C5)OC)O)(C(=O)CO)O)N)O.Cl. Cell line: HT29. Synergy scores: CSS=46.6, Synergy_ZIP=-3.84, Synergy_Bliss=-1.98, Synergy_Loewe=-1.65, Synergy_HSA=0.235. (8) Drug 1: C1CCC(C1)C(CC#N)N2C=C(C=N2)C3=C4C=CNC4=NC=N3. Drug 2: CC1=C(C(=CC=C1)Cl)NC(=O)C2=CN=C(S2)NC3=CC(=NC(=N3)C)N4CCN(CC4)CCO. Cell line: NCI-H226. Synergy scores: CSS=25.6, Synergy_ZIP=8.85, Synergy_Bliss=16.3, Synergy_Loewe=14.9, Synergy_HSA=16.7. (9) Drug 1: CN1C(=O)N2C=NC(=C2N=N1)C(=O)N. Drug 2: CC(C)NC(=O)C1=CC=C(C=C1)CNNC.Cl. Cell line: SNB-75. Synergy scores: CSS=0.398, Synergy_ZIP=-0.820, Synergy_Bliss=-1.18, Synergy_Loewe=-2.59, Synergy_HSA=-1.77.